Dataset: Catalyst prediction with 721,799 reactions and 888 catalyst types from USPTO. Task: Predict which catalyst facilitates the given reaction. (1) Reactant: [C:1]([C:5]1[N:10]=[C:9]([N:11]2[CH2:16][CH2:15][N:14]([CH2:17][CH2:18][CH2:19]Cl)[CH2:13][CH2:12]2)[CH:8]=[C:7]([CH:21]2[CH2:24][CH2:23][CH2:22]2)[N:6]=1)([CH3:4])([CH3:3])[CH3:2].[CH3:25][N:26]1[C:30]([CH:31]2[CH2:33][CH2:32]2)=[N:29][N:28]=[C:27]1[SH:34].[I-].[K+].[C:37]([OH:44])(=[O:43])/[CH:38]=[CH:39]/[C:40]([OH:42])=[O:41]. Product: [C:37]([OH:44])(=[O:43])/[CH:38]=[CH:39]/[C:40]([OH:42])=[O:41].[C:1]([C:5]1[N:10]=[C:9]([N:11]2[CH2:16][CH2:15][N:14]([CH2:17][CH2:18][CH2:19][S:34][C:27]3[N:26]([CH3:25])[C:30]([CH:31]4[CH2:33][CH2:32]4)=[N:29][N:28]=3)[CH2:13][CH2:12]2)[CH:8]=[C:7]([CH:21]2[CH2:24][CH2:23][CH2:22]2)[N:6]=1)([CH3:4])([CH3:3])[CH3:2]. The catalyst class is: 288. (2) Reactant: [NH2:1][C:2]1[CH:3]=[C:4]2[C:9](=[CH:10][CH:11]=1)[CH:8]=[C:7]([NH:12][C:13](=[O:19])[O:14][C:15]([CH3:18])([CH3:17])[CH3:16])[CH:6]=[CH:5]2.C([O-])(=O)C.[NH4+].[Br:25]N1C(=O)CCC1=O. Product: [NH2:1][C:2]1[C:3]([Br:25])=[C:4]2[C:9](=[CH:10][CH:11]=1)[CH:8]=[C:7]([NH:12][C:13](=[O:19])[O:14][C:15]([CH3:16])([CH3:18])[CH3:17])[CH:6]=[CH:5]2. The catalyst class is: 23. (3) Product: [Br:8][C:6]1[CH:7]=[C:2]([NH:1][S:11]([CH3:10])(=[O:13])=[O:12])[C:3]([Cl:9])=[N:4][CH:5]=1. The catalyst class is: 17. Reactant: [NH2:1][C:2]1[C:3]([Cl:9])=[N:4][CH:5]=[C:6]([Br:8])[CH:7]=1.[CH3:10][S:11](Cl)(=[O:13])=[O:12]. (4) Reactant: [Cl:1][C:2]1[CH:7]=[CH:6][C:5]([NH:8][C:9](=[O:28])[CH:10]([C:18]2[S:22][C:21]([C:23]([O:25]CC)=[O:24])=[CH:20][CH:19]=2)[N:11]2[CH2:16][CH2:15][N:14]([CH3:17])[CH2:13][CH2:12]2)=[CH:4][CH:3]=1.[Li+].[OH-].Cl. Product: [Cl:1][C:2]1[CH:7]=[CH:6][C:5]([NH:8][C:9](=[O:28])[CH:10]([C:18]2[S:22][C:21]([C:23]([OH:25])=[O:24])=[CH:20][CH:19]=2)[N:11]2[CH2:16][CH2:15][N:14]([CH3:17])[CH2:13][CH2:12]2)=[CH:4][CH:3]=1. The catalyst class is: 12. (5) Reactant: [OH-].[Na+].C([O:6][CH2:7][C:8]1[CH:13]=[CH:12][C:11]([O:14][CH2:15][C:16]2[CH:21]=[CH:20][CH:19]=[CH:18][CH:17]=2)=[CH:10][N:9]=1)(=O)C. Product: [C:16]([CH:7]([C:8]1[CH:13]=[CH:12][C:11]([O:14][CH2:15][C:16]2[CH:17]=[CH:18][CH:19]=[CH:20][CH:21]=2)=[CH:10][N:9]=1)[OH:6])([CH3:21])([CH3:17])[CH3:15]. The catalyst class is: 40.